Dataset: Reaction yield outcomes from USPTO patents with 853,638 reactions. Task: Predict the reaction yield, written as a fraction of the theoretical maximum amount of product (1.0 means a 100% yield; for example, 0.34 means a 34% yield). (1) The reactants are [Cl:1][C:2]1[C:3]([F:28])=[C:4]([CH:25]=[CH:26][CH:27]=1)[NH:5][C:6]1[C:15]2[C:10](=[CH:11][C:12]([O:23][CH3:24])=[C:13]([O:16][CH:17]3[CH2:22][CH2:21][NH:20][CH2:19][CH2:18]3)[CH:14]=2)[N:9]=[CH:8][N:7]=1.C(N(C(C)C)CC)(C)C.[CH3:38][S:39](Cl)(=[O:41])=[O:40]. The catalyst is C(Cl)Cl. The product is [Cl:1][C:2]1[C:3]([F:28])=[C:4]([CH:25]=[CH:26][CH:27]=1)[NH:5][C:6]1[C:15]2[C:10](=[CH:11][C:12]([O:23][CH3:24])=[C:13]([O:16][CH:17]3[CH2:22][CH2:21][N:20]([S:39]([CH3:38])(=[O:41])=[O:40])[CH2:19][CH2:18]3)[CH:14]=2)[N:9]=[CH:8][N:7]=1. The yield is 0.400. (2) The reactants are [NH2:1][C:2]([C@@H:4]1[N:8]([C:9]([O:11][C:12]([CH3:15])([CH3:14])[CH3:13])=[O:10])[C@H:7]([C:16]([O:18][CH2:19][CH3:20])=[O:17])[CH2:6][CH2:5]1)=O.N1C(Cl)=NC(Cl)=NC=1Cl. The catalyst is CN(C=O)C. The product is [C:2]([C@@H:4]1[N:8]([C:9]([O:11][C:12]([CH3:14])([CH3:15])[CH3:13])=[O:10])[C@H:7]([C:16]([O:18][CH2:19][CH3:20])=[O:17])[CH2:6][CH2:5]1)#[N:1]. The yield is 0.873. (3) The yield is 0.140. The product is [C:1]([C:3]1[CH:4]=[CH:5][C:6]([C:9]2[S:13][C:12]([CH2:14][C:15]3[CH:16]=[C:17]([CH:21]=[CH:22][CH:23]=3)[C:18]([NH:48][C:46]3[S:47][C:43]4[CH2:42][C@@H:41]([N:35]5[CH2:36][CH2:37][O:38][CH2:39][CH2:40]5)[CH2:50][CH2:49][C:44]=4[N:45]=3)=[O:19])=[N:11][N:10]=2)=[CH:7][CH:8]=1)#[N:2]. The catalyst is CC(N(C)C)=O.O.C(Cl)CCl. The reactants are [C:1]([C:3]1[CH:8]=[CH:7][C:6]([C:9]2[S:13][C:12]([CH2:14][C:15]3[CH:16]=[C:17]([CH:21]=[CH:22][CH:23]=3)[C:18](O)=[O:19])=[N:11][N:10]=2)=[CH:5][CH:4]=1)#[N:2].C(N(CC)C(C)C)(C)C.Br.Br.[N:35]1([C@H:41]2[CH2:50][CH2:49][C:44]3[N:45]=[C:46]([NH2:48])[S:47][C:43]=3[CH2:42]2)[CH2:40][CH2:39][O:38][CH2:37][CH2:36]1.C(=O)(O)[O-].[Na+].